From a dataset of Forward reaction prediction with 1.9M reactions from USPTO patents (1976-2016). Predict the product of the given reaction. The product is: [Cl-:22].[CH3:1][C:2]1[N:9]2[C:5](=[N+:6]([CH2:21][C:20]3[CH:23]=[CH:24][C:17]([N+:14]([O-:16])=[O:15])=[CH:18][CH:19]=3)[C:7]3[CH:13]=[CH:12][CH:11]=[CH:10][C:8]=32)[S:4][CH:3]=1. Given the reactants [CH3:1][C:2]1[N:9]2[C:5](=[N:6][C:7]3[CH:13]=[CH:12][CH:11]=[CH:10][C:8]=32)[S:4][CH:3]=1.[N+:14]([C:17]1[CH:24]=[CH:23][C:20]([CH2:21][Cl:22])=[CH:19][CH:18]=1)([O-:16])=[O:15], predict the reaction product.